From a dataset of Catalyst prediction with 721,799 reactions and 888 catalyst types from USPTO. Predict which catalyst facilitates the given reaction. (1) Reactant: [CH3:1][O:2][C:3]([C:5]1[CH:14]=[CH:13][C:12]2[C:7](=[CH:8][CH:9]=[CH:10][CH:11]=2)[C:6]=1[OH:15])=[O:4].CN(CC1C=C(CN(C)C)C(O)=C(CN(C)C)C=1)C.C(=O)([O-])[O-].[Cs+].[Cs+].[I-].[K+].[Cl:43][C:44]1[CH:49]=[CH:48][C:47]([CH2:50]Cl)=[CH:46][N:45]=1. Product: [CH3:1][O:2][C:3]([C:5]1[CH:14]=[CH:13][C:12]2[C:7](=[CH:8][CH:9]=[CH:10][CH:11]=2)[C:6]=1[O:15][CH2:50][C:47]1[CH:46]=[N:45][C:44]([Cl:43])=[CH:49][CH:48]=1)=[O:4]. The catalyst class is: 280. (2) Reactant: [CH3:1][C:2]1[CH:10]=[CH:9][C:8]([CH3:11])=[C:7]2[C:3]=1[CH:4]=[CH:5][CH2:6]2.C([Li:16])CCC. Product: [CH3:1][C:2]1[CH:10]=[CH:9][C:8]([CH3:11])=[C:7]2[C:3]=1[CH:4]=[CH:5][CH:6]2[Li:16]. The catalyst class is: 7. (3) The catalyst class is: 1. Reactant: [O:1]=[C:2]1[N:7]2[CH:8]=[CH:9][CH:10]=[C:6]2[C:5]2[N:11]=[CH:12][C:13]([C:15](OC)=[O:16])=[CH:14][C:4]=2[NH:3]1.[H-].[Na+].[H-].[Al+3].[Li+].[H-].[H-].[H-].CO. Product: [OH:16][CH2:15][C:13]1[CH:12]=[N:11][C:5]2[C:6]3[N:7]([CH:8]=[CH:9][CH:10]=3)[C:2](=[O:1])[NH:3][C:4]=2[CH:14]=1. (4) Reactant: [CH3:1][N:2]1[C:10]([CH:11]=O)=[N:9][C:8]2[C:3]1=[N:4][C:5]([N:19]1[C:23]3[CH:24]=[CH:25][CH:26]=[CH:27][C:22]=3[N:21]=[C:20]1[CH3:28])=[N:6][C:7]=2[N:13]1[CH2:18][CH2:17][O:16][CH2:15][CH2:14]1.[CH3:29][N:30]([CH:36]1[CH2:41][CH2:40][NH:39][CH2:38][CH2:37]1)[CH:31]1[CH2:35][CH2:34][O:33][CH2:32]1.C(O[BH-](OC(=O)C)OC(=O)C)(=O)C.[Na+]. Product: [CH3:29][N:30]([CH:31]1[CH2:35][CH2:34][O:33][CH2:32]1)[CH:36]1[CH2:37][CH2:38][N:39]([CH2:11][C:10]2[N:2]([CH3:1])[C:3]3[C:8]([N:9]=2)=[C:7]([N:13]2[CH2:14][CH2:15][O:16][CH2:17][CH2:18]2)[N:6]=[C:5]([N:19]2[C:23]4[CH:24]=[CH:25][CH:26]=[CH:27][C:22]=4[N:21]=[C:20]2[CH3:28])[N:4]=3)[CH2:40][CH2:41]1. The catalyst class is: 26. (5) The catalyst class is: 12. Product: [C:9](/[N:13]=[CH:14]/[C:15]1[CH:20]=[C:19]([Cl:21])[CH:18]=[CH:17][C:16]=1[O:5][CH:3]([CH3:4])[CH:2]([CH3:6])[CH3:1])([CH3:12])([CH3:11])[CH3:10]. Reactant: [CH3:1][CH:2]([CH3:6])[CH:3]([OH:5])[CH3:4].[H-].[Na+].[C:9](/[N:13]=[CH:14]/[C:15]1[CH:20]=[C:19]([Cl:21])[CH:18]=[CH:17][C:16]=1F)([CH3:12])([CH3:11])[CH3:10]. (6) Reactant: C([O:8][C:9]1[CH:14]=[CH:13][N:12]2[C:15]([C:18]([NH:20][C:21]3[CH:29]=[CH:28][CH:27]=[C:26]4[C:22]=3[C:23]([CH:38]3[CH2:40][CH2:39]3)=[N:24][N:25]4[CH2:30][C:31]3[CH:36]=[CH:35][CH:34]=[C:33]([CH3:37])[N:32]=3)=[O:19])=[CH:16][N:17]=[C:11]2[CH:10]=1)C1C=CC=CC=1.[H][H]. Product: [CH:38]1([C:23]2[C:22]3[C:26](=[CH:27][CH:28]=[CH:29][C:21]=3[NH:20][C:18]([C:15]3[N:12]4[CH:13]=[CH:14][C:9]([OH:8])=[CH:10][C:11]4=[N:17][CH:16]=3)=[O:19])[N:25]([CH2:30][C:31]3[CH:36]=[CH:35][CH:34]=[C:33]([CH3:37])[N:32]=3)[N:24]=2)[CH2:40][CH2:39]1. The catalyst class is: 354. (7) Reactant: [OH:1][C:2]1[CH:9]=[C:8]([N+:10]([O-:12])=[O:11])[CH:7]=[CH:6][C:3]=1[C:4]#[N:5].[CH2:13]1[CH2:23][CH2:22]N2C(=NCCC2)C[CH2:14]1.F[C:25](F)(F)C([O-])=O. Product: [CH3:25][C:13]([CH3:14])([O:1][C:2]1[CH:9]=[C:8]([N+:10]([O-:12])=[O:11])[CH:7]=[CH:6][C:3]=1[C:4]#[N:5])[C:23]#[CH:22]. The catalyst class is: 23. (8) Reactant: Br[C:2]1[CH:3]=[C:4]2[CH:10]=[CH:9][NH:8][C:5]2=[N:6][CH:7]=1.[CH3:11][N:12]1[CH:16]=[C:15](B2OC(C)(C)C(C)(C)O2)[CH:14]=[N:13]1.CC(N(C)C)=O.C([O-])([O-])=O.[K+].[K+]. Product: [CH3:11][N:12]1[CH:16]=[C:15]([C:2]2[CH:3]=[C:4]3[CH:10]=[CH:9][NH:8][C:5]3=[N:6][CH:7]=2)[CH:14]=[N:13]1. The catalyst class is: 587. (9) Reactant: [CH3:1][N:2]([C:4]1[C:9]2[CH2:10][C@@H:11]3[C:21]([C:22](=[O:23])[C:8]=2[C:7]([OH:33])=[CH:6][CH:5]=1)=[C:20]([OH:24])[C@@:19]1([OH:25])[C@H:13]([C@H:14]([N:30]([CH3:32])[CH3:31])[C:15]([OH:29])=[C:16]([C:26]([NH2:28])=[O:27])[C:17]1=[O:18])[CH2:12]3)[CH3:3].Cl.C([O-])(O)=O.[Na+]. Product: [CH3:3][N:2]([C:4]1[C:9]2[CH2:10][C@@H:11]3[C:21]([C:22](=[O:23])[C:8]=2[C:7]([OH:33])=[CH:6][CH:5]=1)=[C:20]([OH:24])[C@@:19]1([OH:25])[C@H:13]([C@H:14]([N:30]([CH3:32])[CH3:31])[C:15]([OH:29])=[C:16]([C:26]([NH2:28])=[O:27])[C:17]1=[O:18])[CH2:12]3)[CH3:1]. The catalyst class is: 6.